This data is from Reaction yield outcomes from USPTO patents with 853,638 reactions. The task is: Predict the reaction yield, written as a fraction of the theoretical maximum amount of product (1.0 means a 100% yield; for example, 0.34 means a 34% yield). The catalyst is O. The product is [O:20]1[CH2:19][CH:2]1[CH2:1][N:3]([CH2:4][CH:6]1[CH2:7][O:8]1)[S:15]([C:9]1[CH:14]=[CH:13][CH:12]=[CH:11][CH:10]=1)(=[O:17])=[O:16]. The yield is 0.430. The reactants are [C:1](#[N:3])[CH3:2].[CH2:4]([C@@H:6]1[O:8][CH2:7]1)Cl.[C:9]1([S:15](N)(=[O:17])=[O:16])[CH:14]=[CH:13][CH:12]=[CH:11][CH:10]=1.[C:19](=O)([O-])[O-:20].[Cs+].[Cs+].